The task is: Predict the reactants needed to synthesize the given product.. This data is from Full USPTO retrosynthesis dataset with 1.9M reactions from patents (1976-2016). (1) Given the product [NH2:1][C:2]1[C:3]([C:32]2[CH:33]=[CH:34][C:29]([C:27]([NH:26][C@@H:23]([C:19]3[CH:20]=[CH:21][CH:22]=[C:17]([Cl:16])[CH:18]=3)[CH2:24][OH:25])=[O:28])=[C:30]([F:38])[CH:31]=2)=[CH:4][C:5]([CH:8]2[CH2:9][CH2:10][C:11](=[O:14])[NH:12][CH2:13]2)=[CH:6][N:7]=1, predict the reactants needed to synthesize it. The reactants are: [NH2:1][C:2]1[N:7]=[CH:6][C:5]([CH:8]2[CH2:13][NH:12][C:11](=[O:14])[CH2:10][CH2:9]2)=[CH:4][C:3]=1Br.[Cl:16][C:17]1[CH:18]=[C:19]([C@H:23]([NH:26][C:27]([C:29]2[CH:34]=[CH:33][C:32](B(O)O)=[CH:31][C:30]=2[F:38])=[O:28])[CH2:24][OH:25])[CH:20]=[CH:21][CH:22]=1.C([O-])([O-])=O.[Na+].[Na+].S([O-])([O-])(=O)=O.[Na+].[Na+]. (2) Given the product [C:36]([O:35][C:33](=[O:34])[NH:3][C:4]1[O:5][C:6]([C:9]2[CH:14]=[CH:13][CH:12]=[CH:11][C:10]=2[N+:15]([O-:17])=[O:16])=[N:7][N:8]=1)([CH3:37])([CH3:38])[CH3:39], predict the reactants needed to synthesize it. The reactants are: C([NH:3][C:4]1[O:5][C:6]([C:9]2[CH:14]=[CH:13][CH:12]=[CH:11][C:10]=2[N+:15]([O-:17])=[O:16])=[N:7][N:8]=1)C.C(N(CC)CC)C.[C:36]([O:35][C:33](O[C:33]([O:35][C:36]([CH3:39])([CH3:38])[CH3:37])=[O:34])=[O:34])([CH3:39])([CH3:38])[CH3:37]. (3) Given the product [CH2:13]([NH:20][C:1]1([C:11]#[N:12])[CH2:5][CH2:4][CH2:3][CH2:2]1)[C:14]1[CH:19]=[CH:18][CH:17]=[CH:16][CH:15]=1, predict the reactants needed to synthesize it. The reactants are: [C:1]1(=O)[CH2:5][CH2:4][CH2:3][CH2:2]1.[Si]([C:11]#[N:12])(C)(C)C.[CH2:13]([NH2:20])[C:14]1[CH:19]=[CH:18][CH:17]=[CH:16][CH:15]=1. (4) Given the product [Br:18][C:19]1[C:24]([CH3:25])=[CH:23][C:22]([O:11][CH2:12][CH:13]2[CH2:14][CH:15]([OH:17])[CH2:16]2)=[CH:21][C:20]=1[CH3:27], predict the reactants needed to synthesize it. The reactants are: CC1C=CC(S([O:11][CH2:12][CH:13]2[CH2:16][CH:15]([OH:17])[CH2:14]2)(=O)=O)=CC=1.[Br:18][C:19]1[C:24]([CH3:25])=[CH:23][C:22](O)=[CH:21][C:20]=1[CH3:27].C([O-])([O-])=O.[K+].[K+].O. (5) Given the product [C:6]([C:9]1[CH:10]=[C:11]([S:15]([NH:18][C:19]2[CH:27]=[CH:26][C:22]([C:23]([O:25][CH3:29])=[O:24])=[C:21]([OH:28])[CH:20]=2)(=[O:17])=[O:16])[CH:12]=[CH:13][CH:14]=1)(=[O:8])[CH3:7], predict the reactants needed to synthesize it. The reactants are: OS(O)(=O)=O.[C:6]([C:9]1[CH:10]=[C:11]([S:15]([NH:18][C:19]2[CH:27]=[CH:26][C:22]([C:23]([OH:25])=[O:24])=[C:21]([OH:28])[CH:20]=2)(=[O:17])=[O:16])[CH:12]=[CH:13][CH:14]=1)(=[O:8])[CH3:7].[CH3:29]O. (6) Given the product [F:1][C:2]1[CH:7]=[CH:6][C:5]([C:8]2[CH:13]=[CH:12][C:11]([CH2:14][NH:26][C@@H:16]3[C:25]4[C:20](=[CH:21][CH:22]=[CH:23][CH:24]=4)[CH2:19][CH2:18][CH2:17]3)=[CH:10][CH:9]=2)=[CH:4][CH:3]=1, predict the reactants needed to synthesize it. The reactants are: [F:1][C:2]1[CH:7]=[CH:6][C:5]([C:8]2[CH:13]=[CH:12][C:11]([CH:14]=O)=[CH:10][CH:9]=2)=[CH:4][CH:3]=1.[C@@H:16]1([NH2:26])[C:25]2[C:20](=[CH:21][CH:22]=[CH:23][CH:24]=2)[CH2:19][CH2:18][CH2:17]1. (7) The reactants are: [N:1]1[CH:6]=[CH:5][CH:4]=[C:3]([C:7]2[N:11]=[C:10]([C:12]3[CH:13]=[C:14]([CH:22]=[CH:23][CH:24]=3)[C:15]([O:17]C(C)(C)C)=[O:16])[O:9][N:8]=2)[CH:2]=1.FC(F)(F)C(O)=O. Given the product [N:1]1[CH:6]=[CH:5][CH:4]=[C:3]([C:7]2[N:11]=[C:10]([C:12]3[CH:13]=[C:14]([CH:22]=[CH:23][CH:24]=3)[C:15]([OH:17])=[O:16])[O:9][N:8]=2)[CH:2]=1, predict the reactants needed to synthesize it. (8) The reactants are: [N:1]1[CH:6]=[CH:5][C:4]([C:7]2[C:15]3[C:10](=[CH:11][CH:12]=[C:13]([N:16]4[CH:20]=[CH:19][C:18]([CH:21]5[CH2:26][CH2:25][CH2:24][N:23]([C:27]([O:29][C:30]([CH3:33])([CH3:32])[CH3:31])=[O:28])[CH2:22]5)=[N:17]4)[CH:14]=3)[N:9](C(C3C=CC=CC=3)(C3C=CC=CC=3)C3C=CC=CC=3)[N:8]=2)=[CH:3][CH:2]=1.C([SiH](CC)CC)C.FC(F)(F)C(O)=O. Given the product [N:1]1[CH:2]=[CH:3][C:4]([C:7]2[C:15]3[C:10](=[CH:11][CH:12]=[C:13]([N:16]4[CH:20]=[CH:19][C:18]([CH:21]5[CH2:26][CH2:25][CH2:24][N:23]([C:27]([O:29][C:30]([CH3:33])([CH3:32])[CH3:31])=[O:28])[CH2:22]5)=[N:17]4)[CH:14]=3)[NH:9][N:8]=2)=[CH:5][CH:6]=1, predict the reactants needed to synthesize it.